Dataset: Full USPTO retrosynthesis dataset with 1.9M reactions from patents (1976-2016). Task: Predict the reactants needed to synthesize the given product. (1) Given the product [CH:18]1([CH2:17][NH:16][C:14]([C:11]2[CH:12]=[CH:13][C:8]([C:6]3[C:5]([CH3:21])=[CH:4][CH:3]=[C:2]([NH:1][C:28]([CH:25]4[CH2:26][CH2:27][O:22][CH2:23][CH2:24]4)=[O:29])[CH:7]=3)=[CH:9][CH:10]=2)=[O:15])[CH2:20][CH2:19]1, predict the reactants needed to synthesize it. The reactants are: [NH2:1][C:2]1[CH:3]=[CH:4][C:5]([CH3:21])=[C:6]([C:8]2[CH:13]=[CH:12][C:11]([C:14]([NH:16][CH2:17][CH:18]3[CH2:20][CH2:19]3)=[O:15])=[CH:10][CH:9]=2)[CH:7]=1.[O:22]1[CH2:27][CH2:26][CH:25]([C:28](O)=[O:29])[CH2:24][CH2:23]1. (2) Given the product [CH2:1]([N:8]1[CH:12]=[C:11]([C:13]([OH:15])=[O:14])[C:10]([O:18][CH2:19][C:20]2[CH:25]=[CH:24][C:23]([O:26][CH2:27][C:28]3[N:29]=[C:30]([C:34]4[O:35][CH:36]=[CH:37][CH:38]=4)[O:31][C:32]=3[CH3:33])=[C:22]([Cl:39])[CH:21]=2)=[N:9]1)[C:2]1[CH:7]=[CH:6][CH:5]=[CH:4][CH:3]=1, predict the reactants needed to synthesize it. The reactants are: [CH2:1]([N:8]1[CH:12]=[C:11]([C:13]([O:15]CC)=[O:14])[C:10]([O:18][CH2:19][C:20]2[CH:25]=[CH:24][C:23]([O:26][CH2:27][C:28]3[N:29]=[C:30]([C:34]4[O:35][CH:36]=[CH:37][CH:38]=4)[O:31][C:32]=3[CH3:33])=[C:22]([Cl:39])[CH:21]=2)=[N:9]1)[C:2]1[CH:7]=[CH:6][CH:5]=[CH:4][CH:3]=1.O1CCCC1.[OH-].[Na+].Cl. (3) Given the product [Cl:8][C:9]1[CH:45]=[CH:44][C:12]([O:13][C:14]2[C:22]3[NH:21][C:20](=[O:23])[N:19]([CH3:24])[C:18]=3[CH:17]=[CH:16][C:15]=2[C:25]2[C:26]3[CH:35]=[CH:34][NH:33][C:27]=3[C:28](=[O:32])[N:29]([CH3:31])[CH:30]=2)=[CH:11][CH:10]=1, predict the reactants needed to synthesize it. The reactants are: FC(F)(F)C(O)=O.[Cl:8][C:9]1[CH:45]=[CH:44][C:12]([O:13][C:14]2[C:22]3[NH:21][C:20](=[O:23])[N:19]([CH3:24])[C:18]=3[CH:17]=[CH:16][C:15]=2[C:25]2[C:26]3[CH:35]=[CH:34][N:33](COCC[Si](C)(C)C)[C:27]=3[C:28](=[O:32])[N:29]([CH3:31])[CH:30]=2)=[CH:11][CH:10]=1.C(N)CN. (4) The reactants are: O.[NH2:2]N.C[N:5](C)/[CH:6]=[CH:7]/[C:8]([C:10]1[CH:15]=[CH:14][C:13]([CH:16]([C:21]2[CH:26]=[CH:25][C:24]([O:27][CH2:28][C:29]3[CH:34]=[CH:33][CH:32]=[CH:31][N:30]=3)=[CH:23][CH:22]=2)[C:17]([CH3:20])([CH3:19])[CH3:18])=[CH:12][CH:11]=1)=O. Given the product [CH3:19][C:17]([CH3:20])([CH3:18])[CH:16]([C:21]1[CH:26]=[CH:25][C:24]([O:27][CH2:28][C:29]2[CH:34]=[CH:33][CH:32]=[CH:31][N:30]=2)=[CH:23][CH:22]=1)[C:13]1[CH:14]=[CH:15][C:10]([C:8]2[CH:7]=[CH:6][NH:5][N:2]=2)=[CH:11][CH:12]=1, predict the reactants needed to synthesize it. (5) Given the product [C:1]([C:3]1[CH:4]=[CH:5][C:6]([CH2:7][N:8]([CH2:21][C:22]2[CH:27]=[CH:26][C:25]([O:28][C:29]3[CH:34]=[CH:33][CH:32]=[C:31]([CH2:35][CH2:36][C:37]4[CH:38]=[N:39][CH:40]=[CH:41][CH:42]=4)[CH:30]=3)=[CH:24][CH:23]=2)[C:9]2[C:10]([CH3:20])=[C:11]([NH:15][S:16]([CH3:19])(=[O:17])=[O:18])[CH:12]=[CH:13][CH:14]=2)=[CH:43][CH:44]=1)#[N:2], predict the reactants needed to synthesize it. The reactants are: [C:1]([C:3]1[CH:44]=[CH:43][C:6]([CH2:7][N:8]([CH2:21][C:22]2[CH:27]=[CH:26][C:25]([O:28][C:29]3[CH:34]=[CH:33][CH:32]=[C:31](/[CH:35]=[CH:36]/[C:37]4[CH:38]=[N:39][CH:40]=[CH:41][CH:42]=4)[CH:30]=3)=[CH:24][CH:23]=2)[C:9]2[C:10]([CH3:20])=[C:11]([NH:15][S:16]([CH3:19])(=[O:18])=[O:17])[CH:12]=[CH:13][CH:14]=2)=[CH:5][CH:4]=1)#[N:2]. (6) The reactants are: [C:1]1([S:7]([CH2:10][C:11]([NH:13][NH2:14])=[O:12])(=[O:9])=[O:8])[CH:6]=[CH:5][CH:4]=[CH:3][CH:2]=1.[CH:15]1([C:18](O)=O)[CH2:17][CH2:16]1. Given the product [C:1]1([S:7]([CH2:10][C:11]2[O:12][C:18]([CH:15]3[CH2:17][CH2:16]3)=[N:14][N:13]=2)(=[O:8])=[O:9])[CH:2]=[CH:3][CH:4]=[CH:5][CH:6]=1, predict the reactants needed to synthesize it. (7) The reactants are: [C:1]([O:5][C:6]([N:8]1[CH2:13][CH2:12][CH:11]([C:14]([OH:16])=O)[CH2:10][CH2:9]1)=[O:7])([CH3:4])([CH3:3])[CH3:2].C[N:18]1CCOCC1.C(O[CH:27]([CH3:29])[CH3:28])=O.ONC(=O)CCC.C[N:38]([CH3:41])C=O. Given the product [CH:27]([C:41]1[N:38]=[C:14]([CH:11]2[CH2:10][CH2:9][N:8]([C:6]([O:5][C:1]([CH3:2])([CH3:3])[CH3:4])=[O:7])[CH2:13][CH2:12]2)[O:16][N:18]=1)([CH3:29])[CH3:28], predict the reactants needed to synthesize it.